From a dataset of Catalyst prediction with 721,799 reactions and 888 catalyst types from USPTO. Predict which catalyst facilitates the given reaction. Reactant: [CH3:1][O:2][N:3]=[C:4]([CH2:19][O:20][C:21]1[CH:26]=[CH:25][CH:24]=[C:23]([C:27]([F:30])([F:29])[F:28])[CH:22]=1)[CH2:5][N:6]1[C:10]2[CH:11]=[C:12]([CH3:18])[C:13]([N+:15]([O-])=O)=[CH:14][C:9]=2[N:8]=[N:7]1. Product: [CH3:1][O:2][N:3]=[C:4]([CH2:19][O:20][C:21]1[CH:26]=[CH:25][CH:24]=[C:23]([C:27]([F:30])([F:29])[F:28])[CH:22]=1)[CH2:5][N:6]1[C:10]2[CH:11]=[C:12]([CH3:18])[C:13]([NH2:15])=[CH:14][C:9]=2[N:8]=[N:7]1. The catalyst class is: 19.